This data is from Forward reaction prediction with 1.9M reactions from USPTO patents (1976-2016). The task is: Predict the product of the given reaction. Given the reactants [F:1][CH:2]([F:25])[C:3]1[N:8]2[N:9]=[CH:10][C:11]([C:12](O)=[O:13])=[C:7]2[N:6]=[C:5]([C:15]2[CH:20]=[CH:19][C:18]([C:21]([F:24])([F:23])[F:22])=[CH:17][CH:16]=2)[CH:4]=1.[NH2:26][C:27]1[CH:28]=[C:29]([S:33]([NH:36][CH2:37][CH2:38][OH:39])(=[O:35])=[O:34])[CH:30]=[CH:31][CH:32]=1, predict the reaction product. The product is: [OH:39][CH2:38][CH2:37][NH:36][S:33]([C:29]1[CH:28]=[C:27]([NH:26][C:12]([C:11]2[CH:10]=[N:9][N:8]3[C:3]([CH:2]([F:1])[F:25])=[CH:4][C:5]([C:15]4[CH:16]=[CH:17][C:18]([C:21]([F:24])([F:22])[F:23])=[CH:19][CH:20]=4)=[N:6][C:7]=23)=[O:13])[CH:32]=[CH:31][CH:30]=1)(=[O:35])=[O:34].